This data is from Catalyst prediction with 721,799 reactions and 888 catalyst types from USPTO. The task is: Predict which catalyst facilitates the given reaction. Reactant: C(=O)([O-])[O-].[K+].[K+].[CH3:7][C:8]1[NH:12][C:11]([C:13]([O:15][CH2:16][CH3:17])=[O:14])=[C:10]([C:18]2[CH:23]=[CH:22][CH:21]=[CH:20][CH:19]=2)[C:9]=1[C:24]([O:26][CH2:27][CH3:28])=[O:25].[CH2:29]([O:31][CH2:32][CH2:33]I)[CH3:30]. Product: [CH2:29]([O:31][CH2:32][CH2:33][N:12]1[C:8]([CH3:7])=[C:9]([C:24]([O:26][CH2:27][CH3:28])=[O:25])[C:10]([C:18]2[CH:23]=[CH:22][CH:21]=[CH:20][CH:19]=2)=[C:11]1[C:13]([O:15][CH2:16][CH3:17])=[O:14])[CH3:30]. The catalyst class is: 10.